This data is from Forward reaction prediction with 1.9M reactions from USPTO patents (1976-2016). The task is: Predict the product of the given reaction. Given the reactants [ClH:1].[NH2:2][N:3]=[C:4]([NH2:8])[N:5]([NH2:7])[NH2:6].[C:9]([O-:12])(=[O:11])[CH3:10].[Na+:13], predict the reaction product. The product is: [C:9]([O-:12])(=[O:11])[CH3:10].[NH2:2][NH+:3]=[C:4]([NH2:8])[N:5]([NH2:7])[NH2:6].[Cl-:1].[Na+:13].